Dataset: PAMPA (Parallel Artificial Membrane Permeability Assay) permeability data from NCATS. Task: Regression/Classification. Given a drug SMILES string, predict its absorption, distribution, metabolism, or excretion properties. Task type varies by dataset: regression for continuous measurements (e.g., permeability, clearance, half-life) or binary classification for categorical outcomes (e.g., BBB penetration, CYP inhibition). Dataset: pampa_ncats. (1) The molecule is C1=CC(=CC(=C1)F)C2=CN3C(=CN=C3C4=CC=C(C=C4)C(=O)N)C=N2. The result is 1 (high permeability). (2) The compound is CCOC1=C(C=C(C=C1)CCNC(=O)C2=CC3=CC=CC=C3N2CCN4CCOCC4)OCC. The result is 1 (high permeability). (3) The drug is CNC1=NC=CC(=C1)C2=NC3=CC=CC=C3C(=N2)NC4=CC(=C(C=C4)F)F. The result is 1 (high permeability). (4) The drug is CC1=C(C(=CC=C1)N2CCN(CC2)C3=NC4=CC=CC=C4C5=NN=C(N53)C)C. The result is 1 (high permeability).